Regression. Given a peptide amino acid sequence and an MHC pseudo amino acid sequence, predict their binding affinity value. This is MHC class II binding data. From a dataset of Peptide-MHC class II binding affinity with 134,281 pairs from IEDB. The peptide sequence is GPKDNGGACGYKDVD. The MHC is DRB1_1001 with pseudo-sequence DRB1_1001. The binding affinity (normalized) is 0.0626.